This data is from Catalyst prediction with 721,799 reactions and 888 catalyst types from USPTO. The task is: Predict which catalyst facilitates the given reaction. (1) Reactant: [CH3:1][C@@:2]1([CH2:13][N:14]2[CH2:19][CH2:18][N:17]([NH:20]C(=O)OC(C)(C)C)[CH2:16][CH2:15]2)[O:6][C:5]2=[N:7][C:8]([N+:10]([O-:12])=[O:11])=[CH:9][N:4]2[CH2:3]1.FC(F)(F)C(O)=O.C(N(CC)CC)C.[CH3:42][C:43]([C:45]1[CH:50]=[CH:49][C:48]([Cl:51])=[CH:47][CH:46]=1)=O. Product: [Cl:51][C:48]1[CH:49]=[CH:50][C:45]([C:43](=[N:20][N:17]2[CH2:16][CH2:15][N:14]([CH2:13][C@:2]3([CH3:1])[O:6][C:5]4=[N:7][C:8]([N+:10]([O-:12])=[O:11])=[CH:9][N:4]4[CH2:3]3)[CH2:19][CH2:18]2)[CH3:42])=[CH:46][CH:47]=1. The catalyst class is: 511. (2) Reactant: [C:1](Cl)(=O)[C:2]([Cl:4])=[O:3].[CH3:7][C@H:8]1[CH2:13][CH2:12][C@H](C(O)=O)[CH2:10][CH2:9]1. Product: [CH3:7][C@H:8]1[CH2:13][CH2:12][C@H:1]([C:2]([Cl:4])=[O:3])[CH2:10][CH2:9]1. The catalyst class is: 59. (3) Reactant: [O:1]=[CH:2][CH2:3][CH2:4][CH:5]1[CH2:10][CH2:9][N:8]([C:11]([O:13][C:14]([CH3:17])([CH3:16])[CH3:15])=[O:12])[CH2:7][CH2:6]1.[Br:18]C1(Br)C(=O)NC(=O)NC1=O. Product: [Br:18][CH:3]([CH:2]=[O:1])[CH2:4][CH:5]1[CH2:10][CH2:9][N:8]([C:11]([O:13][C:14]([CH3:17])([CH3:16])[CH3:15])=[O:12])[CH2:7][CH2:6]1. The catalyst class is: 27. (4) Reactant: Cl.N1C=CC(C[N:9]([C@:13]([CH2:23][C:24]2[CH:29]=[CH:28][C:27]([OH:30])=[CH:26][CH:25]=2)([CH3:22])[C:14]([NH:16][CH2:17][CH2:18][CH:19]([CH3:21])[CH3:20])=[O:15])C(=O)O)=CC=1.C1CC=CCC=1. Product: [OH:30][C:27]1[CH:26]=[CH:25][C:24]([CH2:23][C@@:13]([NH2:9])([CH3:22])[C:14]([NH:16][CH2:17][CH2:18][CH:19]([CH3:20])[CH3:21])=[O:15])=[CH:29][CH:28]=1. The catalyst class is: 5. (5) Reactant: Cl[C:2]1[CH:7]=[N:6][CH:5]=[C:4]([Cl:8])[N:3]=1.CS(C)=O.[O:13]1[CH2:18][CH2:17][CH:16]([CH2:19][NH2:20])[CH2:15][CH2:14]1. Product: [Cl:8][C:4]1[N:3]=[C:2]([NH:20][CH2:19][CH:16]2[CH2:17][CH2:18][O:13][CH2:14][CH2:15]2)[CH:7]=[N:6][CH:5]=1. The catalyst class is: 13. (6) Reactant: [ClH:1].[F:2][C:3]1[C:4]([CH3:55])=[C:5]([C:15]2[CH:20]=[CH:19][C:18]([CH2:21][C@H:22]([NH:37][C:38]([C@H:40]3[CH2:45][CH2:44][C@H:43]([CH2:46][NH:47]C(=O)OC(C)(C)C)[CH2:42][CH2:41]3)=[O:39])[C:23](=[O:36])[NH:24][C:25]3[CH:30]=[CH:29][C:28]([C:31]4[N:32]=[N:33][NH:34][N:35]=4)=[CH:27][CH:26]=3)=[CH:17][CH:16]=2)[CH:6]=[C:7]([C:9](=[O:14])[NH:10][CH:11]([CH3:13])[CH3:12])[CH:8]=1. Product: [ClH:1].[NH2:47][CH2:46][C@H:43]1[CH2:44][CH2:45][C@H:40]([C:38]([NH:37][C@H:22]([C:23](=[O:36])[NH:24][C:25]2[CH:30]=[CH:29][C:28]([C:31]3[N:32]=[N:33][NH:34][N:35]=3)=[CH:27][CH:26]=2)[CH2:21][C:18]2[CH:17]=[CH:16][C:15]([C:5]3[C:4]([CH3:55])=[C:3]([F:2])[CH:8]=[C:7]([C:9]([NH:10][CH:11]([CH3:13])[CH3:12])=[O:14])[CH:6]=3)=[CH:20][CH:19]=2)=[O:39])[CH2:41][CH2:42]1. The catalyst class is: 12.